From a dataset of Forward reaction prediction with 1.9M reactions from USPTO patents (1976-2016). Predict the product of the given reaction. Given the reactants [CH2:1]([OH:7])[CH2:2][CH2:3][CH2:4][CH2:5][CH3:6].[CH:8](=[O:14])/C=C/CCC, predict the reaction product. The product is: [C:2]1([O:14][CH3:8])[C:1](=[CH:6][CH:5]=[CH:4][CH:3]=1)[OH:7].